This data is from Full USPTO retrosynthesis dataset with 1.9M reactions from patents (1976-2016). The task is: Predict the reactants needed to synthesize the given product. (1) Given the product [CH3:3][O:4][C:5]1[CH:20]=[CH:19][CH:18]=[CH:17][C:6]=1[CH2:7][CH:8]1[C:13]([CH3:15])([CH3:14])[CH:12]([OH:16])[CH2:11][CH2:10][NH:9]1, predict the reactants needed to synthesize it. The reactants are: [BH4-].[Na+].[CH3:3][O:4][C:5]1[CH:20]=[CH:19][CH:18]=[CH:17][C:6]=1[CH2:7][CH:8]1[C:13]([CH3:15])([CH3:14])[C:12](=[O:16])[CH2:11][CH2:10][NH:9]1.[OH-].[Na+]. (2) Given the product [CH:17]1([NH:20][C:21]([C:23]2[C:31]3[C:26](=[CH:27][C:28]([O:32][C:2]4[CH:7]=[CH:6][N:5]=[C:4]5[CH:8]=[C:9]([C:11]6[N:12]([CH3:16])[CH:13]=[CH:14][N:15]=6)[S:10][C:3]=45)=[CH:29][CH:30]=3)[N:25]([CH3:33])[C:24]=2[CH3:34])=[O:22])[CH2:18][CH2:19]1, predict the reactants needed to synthesize it. The reactants are: Cl[C:2]1[CH:7]=[CH:6][N:5]=[C:4]2[CH:8]=[C:9]([C:11]3[N:12]([CH3:16])[CH:13]=[CH:14][N:15]=3)[S:10][C:3]=12.[CH:17]1([NH:20][C:21]([C:23]2[C:31]3[C:26](=[CH:27][C:28]([OH:32])=[CH:29][CH:30]=3)[N:25]([CH3:33])[C:24]=2[CH3:34])=[O:22])[CH2:19][CH2:18]1.C([O-])([O-])=O.[Cs+].[Cs+]. (3) Given the product [Cl:10][CH2:11][C:12]([NH:1][C:2]1[C:7]([CH3:8])=[CH:6][CH:5]=[CH:4][C:3]=1[CH3:9])=[O:13], predict the reactants needed to synthesize it. The reactants are: [NH2:1][C:2]1[C:3]([CH3:9])=[CH:4][CH:5]=[CH:6][C:7]=1[CH3:8].[Cl:10][CH2:11][C:12](Cl)=[O:13]. (4) Given the product [CH2:26]([N:28]1[CH2:29][CH2:30][N:31]([CH2:34][C:35]2[N:40]=[CH:39][C:38]([NH:41][C:23]([C:20]3[CH:21]=[CH:22][C:13]([C:3]4[C:4]([Cl:12])=[C:5]([O:10][CH3:11])[CH:6]=[C:7]([O:8][CH3:9])[C:2]=4[Cl:1])=[C:14]4[C:19]=3[N:18]=[CH:17][CH:16]=[CH:15]4)=[O:25])=[CH:37][CH:36]=2)[CH2:32][CH2:33]1)[CH3:27], predict the reactants needed to synthesize it. The reactants are: [Cl:1][C:2]1[C:7]([O:8][CH3:9])=[CH:6][C:5]([O:10][CH3:11])=[C:4]([Cl:12])[C:3]=1[C:13]1[CH:22]=[CH:21][C:20]([C:23]([OH:25])=O)=[C:19]2[C:14]=1[CH:15]=[CH:16][CH:17]=[N:18]2.[CH2:26]([N:28]1[CH2:33][CH2:32][N:31]([CH2:34][C:35]2[N:40]=[CH:39][C:38]([NH2:41])=[CH:37][CH:36]=2)[CH2:30][CH2:29]1)[CH3:27]. (5) Given the product [I-:25].[O:21]1[C@@H:6]2[C@@:5]34[CH2:4][CH2:3][N+:2]([CH3:24])([CH3:1])[C@@H:12]([C@:11]3([O:22][CH3:23])[CH2:10][CH2:9][C:7]2=[O:8])[CH2:13][C:14]2=[C:15]4[C:16]1=[C:17]([OH:20])[CH:18]=[CH:19]2, predict the reactants needed to synthesize it. The reactants are: [CH3:1][N:2]1[C@@H:12]2[CH2:13][C:14]3[CH:19]=[CH:18][C:17]([OH:20])=[C:16]4[O:21][C@H:6]5[C:7]([CH2:9][CH2:10][C@:11]2([O:22][CH3:23])[C@:5]5([C:15]=34)[CH2:4][CH2:3]1)=[O:8].[CH3:24][I:25]. (6) Given the product [CH2:1]([N:3]1[CH2:4][CH2:5][N:6]([CH2:9][C:10]2[CH:18]=[CH:17][C:13]([C:14]([NH:20][C@H:21]3[C@H:26]4[C@@H:22]3[O:23][C:24]3[CH:30]=[CH:29][C:28]([O:31][C:32]5[C:33]6[CH2:34][CH2:35][C:36](=[O:42])[NH:37][C:38]=6[N:39]=[CH:40][CH:41]=5)=[CH:27][C:25]=34)=[O:16])=[CH:12][C:11]=2[CH3:19])[CH2:7][CH2:8]1)[CH3:2], predict the reactants needed to synthesize it. The reactants are: [CH2:1]([N:3]1[CH2:8][CH2:7][N:6]([CH2:9][C:10]2[CH:18]=[CH:17][C:13]([C:14]([OH:16])=O)=[CH:12][C:11]=2[CH3:19])[CH2:5][CH2:4]1)[CH3:2].[NH2:20][C@H:21]1[C@H:26]2[C@@H:22]1[O:23][C:24]1[CH:30]=[CH:29][C:28]([O:31][C:32]3[CH:41]=[CH:40][N:39]=[C:38]4[C:33]=3[CH2:34][CH2:35][C:36](=[O:42])[NH:37]4)=[CH:27][C:25]=12.CN(C(ON1N=NC2C=CC=NC1=2)=[N+](C)C)C.F[P-](F)(F)(F)(F)F.CCN(C(C)C)C(C)C. (7) The reactants are: [CH3:1][O:2][C:3](=[O:27])[C:4](O)([C:22]([F:25])([F:24])[F:23])[C:5]1[C:9](=[O:10])[N:8]([C:11]2[CH:16]=[CH:15][C:14]([C:17]([F:20])([F:19])[F:18])=[CH:13][CH:12]=2)[NH:7][C:6]=1[CH3:21].S(Cl)(Cl)=O. Given the product [CH3:1][O:2][C:3](=[O:27])[C:4](=[C:5]1[C:9](=[O:10])[N:8]([C:11]2[CH:16]=[CH:15][C:14]([C:17]([F:19])([F:20])[F:18])=[CH:13][CH:12]=2)[N:7]=[C:6]1[CH3:21])[C:22]([F:25])([F:24])[F:23], predict the reactants needed to synthesize it. (8) Given the product [F:42][C:36]1([F:35])[CH2:41][CH:37]1[C:38]([NH:33][S:30]([C:11]1[CH:10]=[C:9]([NH:8][C:5]2[CH:6]=[CH:7][C:2]([F:1])=[CH:3][C:4]=2[CH3:34])[C:14]([C:15]([N:17]2[CH2:18][CH2:19][CH:20]([C:23]3[CH:28]=[CH:27][C:26]([F:29])=[CH:25][CH:24]=3)[CH2:21][CH2:22]2)=[O:16])=[CH:13][N:12]=1)(=[O:31])=[O:32])=[O:40], predict the reactants needed to synthesize it. The reactants are: [F:1][C:2]1[CH:7]=[CH:6][C:5]([NH:8][C:9]2[C:14]([C:15]([N:17]3[CH2:22][CH2:21][CH:20]([C:23]4[CH:28]=[CH:27][C:26]([F:29])=[CH:25][CH:24]=4)[CH2:19][CH2:18]3)=[O:16])=[CH:13][N:12]=[C:11]([S:30]([NH2:33])(=[O:32])=[O:31])[CH:10]=2)=[C:4]([CH3:34])[CH:3]=1.[F:35][C:36]([F:42])([CH3:41])[CH2:37][C:38]([OH:40])=O. (9) Given the product [C:3]([C:5]1[CH:6]=[C:7]([C:15]([OH:17])=[O:16])[CH:8]=[N:9][C:10]=1[NH:11][CH:12]([CH3:14])[CH3:13])#[N:4], predict the reactants needed to synthesize it. The reactants are: [OH-].[Li+].[C:3]([C:5]1[CH:6]=[C:7]([C:15]([O:17]CC)=[O:16])[CH:8]=[N:9][C:10]=1[NH:11][CH:12]([CH3:14])[CH3:13])#[N:4]. (10) Given the product [C:1]([N:4]1[C:13]2[C:8](=[CH:9][C:10]([CH:14]3[CH2:15][CH2:16][N:17]([C:20]([O:22][C:23]([CH3:26])([CH3:25])[CH3:24])=[O:21])[CH2:18][CH2:19]3)=[CH:11][CH:12]=2)[C@H:7]([NH:27][C:95]2[CH:104]=[CH:103][C:98]([C:99](=[O:100])[NH:101][CH3:102])=[CH:97][CH:96]=2)[C@@H:6]([CH3:28])[C@@H:5]1[CH3:29])(=[O:3])[CH3:2], predict the reactants needed to synthesize it. The reactants are: [C:1]([N:4]1[C:13]2[C:8](=[CH:9][C:10]([CH:14]3[CH2:19][CH2:18][N:17]([C:20]([O:22][C:23]([CH3:26])([CH3:25])[CH3:24])=[O:21])[CH2:16][CH2:15]3)=[CH:11][CH:12]=2)[C@H:7]([NH2:27])[C@@H:6]([CH3:28])[C@@H:5]1[CH3:29])(=[O:3])[CH3:2].C(N1C2C(=CC(C3CCN(C(OC(C)(C)C)=O)CC3)=CC=2)[C@H](NC2C=NC(C)=CN=2)[C@@H](C)[C@@H]1C)(=O)C.CN(C1C(C2C(P(C3CCCCC3)C3CCCCC3)=CC=CC=2)=CC=CC=1)C.Br[C:95]1[CH:104]=[CH:103][C:98]([C:99]([NH:101][CH3:102])=[O:100])=[CH:97][CH:96]=1.CC(C)([O-])C.[Na+].